From a dataset of Catalyst prediction with 721,799 reactions and 888 catalyst types from USPTO. Predict which catalyst facilitates the given reaction. (1) Reactant: [CH3:1][N:2]1[C:11](=[O:12])[C:10]2[N:9]([CH3:13])[CH:8]=[N:7][C:6]=2[NH:5][C:3]1=[O:4].[H-].[Na+].[C:16]([O:19][C@H:20]([CH3:26])[CH2:21][CH2:22][CH2:23][CH2:24][Br:25])(=[O:18])[CH3:17].O. Product: [C:16]([O:19][C@H:20]([CH3:26])[CH2:21][CH2:22][CH2:23][CH2:24][Br:25])(=[O:18])[CH3:17].[C:16]([O:19][C@H:20]([CH3:26])[CH2:21][CH2:22][CH2:23][CH2:24][N:5]1[C:6]2[N:7]=[CH:8][N:9]([CH3:13])[C:10]=2[C:11](=[O:12])[N:2]([CH3:1])[C:3]1=[O:4])(=[O:18])[CH3:17]. The catalyst class is: 16. (2) Reactant: [CH3:1][C:2]1[C:6]([C:7](=[O:9])[CH3:8])=[C:5]([CH3:10])[O:4][N:3]=1.[BrH:11].BrBr.C([O-])(O)=O.[Na+]. Product: [Br:11][CH2:8][C:7]([C:6]1[C:2]([CH3:1])=[N:3][O:4][C:5]=1[CH3:10])=[O:9]. The catalyst class is: 86.